Task: Predict which catalyst facilitates the given reaction.. Dataset: Catalyst prediction with 721,799 reactions and 888 catalyst types from USPTO Reactant: C(O[C:6](=O)[N:7]([CH:9]([CH3:32])[CH2:10][C:11]1[CH:31]=[CH:30][C:14]2[O:15][CH:16]([CH2:18][NH:19][C:20]([O:22][CH2:23][C:24]3[CH:29]=[CH:28][CH:27]=[CH:26][CH:25]=3)=[O:21])[O:17][C:13]=2[CH:12]=1)C)(C)(C)C.[F:34][C:35]([F:40])([F:39])[C:36]([OH:38])=[O:37]. Product: [F:34][C:35]([F:40])([F:39])[C:36]([OH:38])=[O:37].[CH2:23]([O:22][C:20](=[O:21])[NH:19][CH2:18][CH:16]1[O:15][C:14]2[CH:30]=[CH:31][C:11]([CH2:10][CH:9]([NH:7][CH3:6])[CH3:32])=[CH:12][C:13]=2[O:17]1)[C:24]1[CH:25]=[CH:26][CH:27]=[CH:28][CH:29]=1. The catalyst class is: 4.